Dataset: Forward reaction prediction with 1.9M reactions from USPTO patents (1976-2016). Task: Predict the product of the given reaction. (1) The product is: [C:28]1(=[C:34]([C:44]2[CH:45]=[CH:46][C:47]([OH:50])=[CH:48][CH:49]=2)[C:35]2[CH:42]=[CH:41][C:38](/[CH:52]=[CH:8]/[C:6]([O:5][C:1]([CH3:2])([CH3:3])[CH3:4])=[O:7])=[C:37]([F:43])[CH:36]=2)[CH2:33][CH2:32][CH2:31][CH2:30][CH2:29]1. Given the reactants [C:1]([O:5][C:6]([CH:8]=P(C1C=CC=CC=1)(C1C=CC=CC=1)C1C=CC=CC=1)=[O:7])([CH3:4])([CH3:3])[CH3:2].[C:28]1(=[C:34]([C:44]2[CH:49]=[CH:48][C:47]([OH:50])=[CH:46][CH:45]=2)[C:35]2[CH:42]=[CH:41][C:38](C=O)=[C:37]([F:43])[CH:36]=2)[CH2:33][CH2:32][CH2:31][CH2:30][CH2:29]1.O.[CH2:52](Cl)Cl, predict the reaction product. (2) Given the reactants ClC1[N:3]=[C:4]2[C:9](=[CH:10][CH:11]=1)[N:8]=[CH:7][C:6]([CH2:12][NH:13][CH3:14])=[C:5]2[NH:15][CH:16]1[CH2:21][CH2:20][N:19]([C:22]([O:24][C:25]([CH3:28])([CH3:27])[CH3:26])=[O:23])[CH2:18][CH2:17]1.Cl[C:30](Cl)([O:32]C(=O)OC(Cl)(Cl)Cl)Cl.C(N(CC)CC)C.[CH2:48]([Cl:50])Cl, predict the reaction product. The product is: [Cl:50][C:48]1[CH:11]=[CH:10][C:9]2[N:8]=[CH:7][C:6]3[CH2:12][N:13]([CH3:14])[C:30](=[O:32])[N:15]([CH:16]4[CH2:17][CH2:18][N:19]([C:22]([O:24][C:25]([CH3:26])([CH3:28])[CH3:27])=[O:23])[CH2:20][CH2:21]4)[C:5]=3[C:4]=2[N:3]=1.